From a dataset of Reaction yield outcomes from USPTO patents with 853,638 reactions. Predict the reaction yield, written as a fraction of the theoretical maximum amount of product (1.0 means a 100% yield; for example, 0.34 means a 34% yield). (1) The catalyst is CN(C=O)C.O. The reactants are C[C:2]1[C:3]([OH:19])=[CH:4][CH:5]=[C:6]2[C:11]=1[O:10][CH2:9][CH:8]1[C:12]3[CH:18]=[CH:17][CH:16]=[CH:15][C:13]=3[O:14][CH:7]21.[H-].[Na+].[CH2:22](Br)[CH:23]=[CH2:24].Cl. The product is [CH:23]([O:19][C:3]1[CH:2]=[C:11]2[C:6]([CH:7]3[O:14][C:13]4[CH:15]=[CH:16][CH:17]=[CH:18][C:12]=4[CH:8]3[CH2:9][O:10]2)=[CH:5][CH:4]=1)([CH3:24])[CH3:22]. The yield is 0.500. (2) The reactants are [CH2:1]([O:3][C:4]([C:6]1[N:10]2[CH2:11][CH2:12][CH2:13][CH2:14][C:9]2=[N:8][C:7]=1[NH2:15])=[O:5])[CH3:2].C(O[BH-](O[C:26](=O)[CH3:27])OC(=O)C)(=O)C.[Na+].Cl[CH2:31][CH2:32]Cl. The catalyst is C(Cl)Cl. The product is [CH2:1]([O:3][C:4]([C:6]1[N:10]2[CH2:11][CH2:12][CH2:13][CH2:14][C:9]2=[N:8][C:7]=1[NH:15][CH2:31][CH2:32][CH2:26][CH3:27])=[O:5])[CH3:2]. The yield is 0.650. (3) The reactants are [Br:1][C:2]1[CH:10]=[CH:9][C:5]([C:6](Cl)=[O:7])=[CH:4][C:3]=1[CH3:11].[CH3:12][N:13]1[CH2:18][CH2:17][NH:16][CH2:15][CH2:14]1. The catalyst is C1(C)C=CC=CC=1. The product is [Br:1][C:2]1[CH:10]=[CH:9][C:5]([C:6]([N:16]2[CH2:17][CH2:18][N:13]([CH3:12])[CH2:14][CH2:15]2)=[O:7])=[CH:4][C:3]=1[CH3:11]. The yield is 0.340. (4) The reactants are C([O:4][CH2:5][C:6]1[CH:7]=[C:8]2[CH:14]=[CH:13][O:12][C:9]2=[CH:10][N:11]=1)(=O)C.C([O-])(O)=O.[Na+].[Br:20]Br.C([O-])([O-])=O.[K+].[K+]. The product is [Br:20][C:14]1[C:8]2[C:9](=[CH:10][N:11]=[C:6]([CH2:5][OH:4])[CH:7]=2)[O:12][CH:13]=1. The catalyst is C(Cl)Cl. The yield is 0.810.